Dataset: Full USPTO retrosynthesis dataset with 1.9M reactions from patents (1976-2016). Task: Predict the reactants needed to synthesize the given product. (1) Given the product [Br:1][C:2]1[C:3]([N:10]=[C:11]=[O:12])=[N:4][C:5]([O:8][CH3:9])=[CH:6][CH:7]=1, predict the reactants needed to synthesize it. The reactants are: [Br:1][C:2]1[C:3]([NH2:10])=[N:4][C:5]([O:8][CH3:9])=[CH:6][CH:7]=1.[C:11](Cl)(Cl)=[O:12]. (2) Given the product [S:1]1[C:5]2[CH:6]=[C:7]([C:10]3([C:13]4[N:18]5[N:19]=[C:20]([C:23]6[CH:24]=[CH:25][C:26]([C:27]([O:29][CH3:30])=[O:28])=[CH:31][CH:32]=6)[CH:21]=[N:22][C:17]5=[N:15][N:16]=4)[CH2:11][CH2:12]3)[CH:8]=[CH:9][C:4]=2[N:3]=[CH:2]1, predict the reactants needed to synthesize it. The reactants are: [S:1]1[C:5]2[CH:6]=[C:7]([C:10]3([CH:13]=O)[CH2:12][CH2:11]3)[CH:8]=[CH:9][C:4]=2[N:3]=[CH:2]1.[NH:15]([C:17]1[N:18]=[N:19][C:20]([C:23]2[CH:32]=[CH:31][C:26]([C:27]([O:29][CH3:30])=[O:28])=[CH:25][CH:24]=2)=[CH:21][N:22]=1)[NH2:16].C(O)(=O)C.C(O)(=O)C.IC1C=CC=CC=1.